From a dataset of Catalyst prediction with 721,799 reactions and 888 catalyst types from USPTO. Predict which catalyst facilitates the given reaction. (1) Reactant: C1(C(C2C=CC=CC=2)[N:8]2[C:12]3=[N:13][CH:14]=[CH:15][CH:16]=[C:11]3[C:10]3([C:28]4[C:19](=[CH:20][C:21]5[O:26][CH2:25][CH2:24][O:23][C:22]=5[CH:27]=4)[O:18][CH2:17]3)[C:9]2=[O:29])C=CC=CC=1.C([SiH](CC)CC)C. Product: [NH:8]1[C:12]2=[N:13][CH:14]=[CH:15][CH:16]=[C:11]2[C:10]2([C:28]3[C:19](=[CH:20][C:21]4[O:26][CH2:25][CH2:24][O:23][C:22]=4[CH:27]=3)[O:18][CH2:17]2)[C:9]1=[O:29]. The catalyst class is: 55. (2) Reactant: C(OC([N:8]1[CH2:13][CH2:12][C:11]([CH2:15][O:16][C:17]2[N:18]=[N:19][C:20]([CH2:36][CH2:37][CH2:38][CH3:39])=[C:21]([C:23]3[CH:28]=[CH:27][C:26]([O:29][CH:30]4[CH2:35][CH2:34][CH2:33][CH2:32][CH2:31]4)=[CH:25][CH:24]=3)[CH:22]=2)([F:14])[CH2:10][CH2:9]1)=O)(C)(C)C.[ClH:40]. Product: [ClH:40].[ClH:40].[CH2:36]([C:20]1[N:19]=[N:18][C:17]([O:16][CH2:15][C:11]2([F:14])[CH2:12][CH2:13][NH:8][CH2:9][CH2:10]2)=[CH:22][C:21]=1[C:23]1[CH:24]=[CH:25][C:26]([O:29][CH:30]2[CH2:31][CH2:32][CH2:33][CH2:34][CH2:35]2)=[CH:27][CH:28]=1)[CH2:37][CH2:38][CH3:39]. The catalyst class is: 135. (3) Reactant: [CH2:1]([O:8][C:9]([N:11]1[CH2:16][CH2:15][CH:14]([CH2:17][C:18](=O)[NH:19][CH:20]([C:37]2[C:42]([Cl:43])=[N:41][CH:40]=[CH:39][N:38]=2)[C:21]2[CH:30]=[C:29]3[C:24]([CH:25]=[CH:26][C:27]([C:31]4[CH:36]=[CH:35][CH:34]=[CH:33][CH:32]=4)=[N:28]3)=[CH:23][CH:22]=2)[CH2:13][CH2:12]1)=[O:10])[C:2]1[CH:7]=[CH:6][CH:5]=[CH:4][CH:3]=1.O=P(Cl)(Cl)Cl.CN(C=O)C. The catalyst class is: 10. Product: [CH2:1]([O:8][C:9]([N:11]1[CH2:12][CH2:13][CH:14]([CH2:17][C:18]2[N:38]3[CH:39]=[CH:40][N:41]=[C:42]([Cl:43])[C:37]3=[C:20]([C:21]3[CH:30]=[C:29]4[C:24]([CH:25]=[CH:26][C:27]([C:31]5[CH:32]=[CH:33][CH:34]=[CH:35][CH:36]=5)=[N:28]4)=[CH:23][CH:22]=3)[N:19]=2)[CH2:15][CH2:16]1)=[O:10])[C:2]1[CH:3]=[CH:4][CH:5]=[CH:6][CH:7]=1. (4) Reactant: [F:1][C:2]1[CH:3]=[N:4][C:5]([O:11][CH2:12][CH2:13][O:14][CH3:15])=[C:6]([CH:10]=1)[C:7]([OH:9])=O.CN(C(ON1N=NC2C=CC=CC1=2)=[N+](C)C)C.F[P-](F)(F)(F)(F)F.Cl.[NH2:41][CH:42]1[C:48](=[O:49])[NH:47][C:46]2[CH:50]=[CH:51][CH:52]=[CH:53][C:45]=2[C:44]([C:54]2[C:59]([Cl:60])=[CH:58][C:57]([Cl:61])=[CH:56][C:55]=2[Cl:62])=[N:43]1. Product: [F:1][C:2]1[CH:3]=[N:4][C:5]([O:11][CH2:12][CH2:13][O:14][CH3:15])=[C:6]([CH:10]=1)[C:7]([NH:41][CH:42]1[C:48](=[O:49])[NH:47][C:46]2[CH:50]=[CH:51][CH:52]=[CH:53][C:45]=2[C:44]([C:54]2[C:55]([Cl:62])=[CH:56][C:57]([Cl:61])=[CH:58][C:59]=2[Cl:60])=[N:43]1)=[O:9]. The catalyst class is: 3. (5) Product: [CH:2]1([C@@H:6]([NH:8][CH:12]([C:13]2[CH:18]=[CH:17][CH:16]=[CH:15][CH:14]=2)[CH3:11])[CH3:7])[CH2:5][CH2:4][CH2:3]1. Reactant: Cl.[CH:2]1([C@@H:6]([NH2:8])[CH3:7])[CH2:5][CH2:4][CH2:3]1.O=C1[C:18]2[C:13](=[CH:14][CH:15]=[CH:16][C:17]=2NC(=O)C)[CH2:12][CH2:11]1.C([O-])([O-])=O.[K+].[K+]. The catalyst class is: 23.